Dataset: Reaction yield outcomes from USPTO patents with 853,638 reactions. Task: Predict the reaction yield, written as a fraction of the theoretical maximum amount of product (1.0 means a 100% yield; for example, 0.34 means a 34% yield). (1) The reactants are [N:1]1[CH:6]=[CH:5][CH:4]=[C:3](B(O)O)[CH:2]=1.Cl[C:11]1[S:12][CH:13]=[C:14]([Cl:16])[N:15]=1.C(O)C.C([O-])([O-])=O.[K+].[K+]. The catalyst is C1(C)C=CC=CC=1.C1C=CC([P]([Pd]([P](C2C=CC=CC=2)(C2C=CC=CC=2)C2C=CC=CC=2)([P](C2C=CC=CC=2)(C2C=CC=CC=2)C2C=CC=CC=2)[P](C2C=CC=CC=2)(C2C=CC=CC=2)C2C=CC=CC=2)(C2C=CC=CC=2)C2C=CC=CC=2)=CC=1. The product is [Cl:16][C:14]1[N:15]=[C:11]([C:3]2[CH:2]=[N:1][CH:6]=[CH:5][CH:4]=2)[S:12][CH:13]=1. The yield is 0.740. (2) The reactants are [F:1][B-](F)(F)F.N#[O+].N[C:9]1[CH:10]=[C:11]([CH:15]=[C:16]([N+:18]([O-:20])=[O:19])[CH:17]=1)[C:12]([OH:14])=[O:13].ClC1C=CC=CC=1Cl. The catalyst is C(#N)C. The product is [F:1][C:9]1[CH:10]=[C:11]([CH:15]=[C:16]([N+:18]([O-:20])=[O:19])[CH:17]=1)[C:12]([OH:14])=[O:13]. The yield is 0.640. (3) The reactants are [F:1][CH2:2][C:3]1[N:8]=[C:7]([C:9]#[C:10][CH2:11][CH2:12][NH:13][CH3:14])[CH:6]=[CH:5][CH:4]=1.[Cl:15][C:16]1[CH:24]=[CH:23][CH:22]=[C:21]([Cl:25])[C:17]=1[C:18](Cl)=[O:19]. No catalyst specified. The product is [Cl:15][C:16]1[CH:24]=[CH:23][CH:22]=[C:21]([Cl:25])[C:17]=1[C:18]([N:13]([CH2:12][CH2:11][C:10]#[C:9][C:7]1[CH:6]=[CH:5][CH:4]=[C:3]([CH2:2][F:1])[N:8]=1)[CH3:14])=[O:19]. The yield is 0.0500. (4) The reactants are [Si:1]([O:8][C@@H:9]1[C@@:28]2([CH3:29])[C:13](=[CH:14][CH2:15][C@@H:16]3[C@@H:27]2[CH2:26][CH2:25][C@@:24]2([CH3:30])[C@H:17]3[CH2:18][CH2:19][C@:20]32[O:23][C@H:21]3[CH3:22])[CH2:12][C@@H:11]([O:31][Si:32]([C:35]([CH3:38])([CH3:37])[CH3:36])([CH3:34])[CH3:33])[CH2:10]1)([C:4]([CH3:7])([CH3:6])[CH3:5])([CH3:3])[CH3:2].N(C(C)(C)C#N)=NC(C)(C)C#N.CC1C=C(C)N=C(C)C=1. The catalyst is CCCCCCC. The product is [Si:1]([O:8][C@@H:9]1[C@@:28]2([CH3:29])[C:13](=[CH:14][CH:15]=[C:16]3[C@@H:27]2[CH2:26][CH2:25][C@@:24]2([CH3:30])[C@H:17]3[CH2:18][CH:19]=[C:20]2[C@@H:21]([OH:23])[CH3:22])[CH2:12][C@@H:11]([O:31][Si:32]([C:35]([CH3:36])([CH3:38])[CH3:37])([CH3:33])[CH3:34])[CH2:10]1)([C:4]([CH3:7])([CH3:6])[CH3:5])([CH3:3])[CH3:2]. The yield is 0.377. (5) The reactants are O.[NH2:2]N.[ClH:4].[CH2:5]([N:12]1[CH2:16][C@@H:15]([CH3:17])[C@H:14]([C:18](=[NH:20])[NH2:19])[CH2:13]1)[C:6]1[CH:11]=[CH:10][CH:9]=[CH:8][CH:7]=1.Cl. The catalyst is CCO.C(Cl)Cl.CCOCC. The product is [ClH:4].[CH2:5]([N:12]1[CH2:16][C@@H:15]([CH3:17])[C@H:14]([C:18](=[NH:19])[NH:20][NH2:2])[CH2:13]1)[C:6]1[CH:7]=[CH:8][CH:9]=[CH:10][CH:11]=1. The yield is 1.00.